This data is from Cav3 T-type calcium channel HTS with 100,875 compounds. The task is: Binary Classification. Given a drug SMILES string, predict its activity (active/inactive) in a high-throughput screening assay against a specified biological target. (1) The molecule is O1C(OCC)C(C(C=C1C(OCC=C)=O)c1ccccc1)CCCO. The result is 0 (inactive). (2) The compound is Clc1ccc(SCC(=O)Nn2cnnc2)cc1. The result is 0 (inactive). (3) The compound is S(CC(=O)Nc1nc2CC(CC(=O)c2cn1)(C)C)c1oc2c(n1)cccc2. The result is 0 (inactive). (4) The drug is Clc1cc(NC(=O)CN(S(=O)(=O)c2c(onc2C)C)c2ccc(OC)cc2)ccc1OC. The result is 0 (inactive). (5) The drug is O=C1N(C(=O)C2C1C(N\C2=C1\C(=O)c2c(C1=O)cccc2)C(O)=O)c1ccccc1. The result is 0 (inactive). (6) The drug is O(\N=C1\CCN(CC1)c1ccc([N+]([O-])=O)cc1)C(=O)c1ccc(cc1)C. The result is 0 (inactive). (7) The drug is S(=O)(=O)(N(CC)CC)c1ccc(cc1)C(=O)Nc1nn(Cc2ccccc2)cn1. The result is 0 (inactive). (8) The molecule is O=C(NC)c1n(nnc1C(=O)NC)c1ccccc1. The result is 0 (inactive). (9) The molecule is S(c1n2c(cc(nc2nn1)C)C)CC#N. The result is 0 (inactive).